Dataset: Forward reaction prediction with 1.9M reactions from USPTO patents (1976-2016). Task: Predict the product of the given reaction. (1) Given the reactants [Br:1][C:2]1[CH:24]=[CH:23][C:5]([C:6]([C:8]2[CH:13]=[C:12]([Cl:14])[CH:11]=[CH:10][C:9]=2[NH:15]C(=O)OC(C)(C)C)=[O:7])=[CH:4][CH:3]=1.Cl.CO, predict the reaction product. The product is: [NH2:15][C:9]1[CH:10]=[CH:11][C:12]([Cl:14])=[CH:13][C:8]=1[C:6]([C:5]1[CH:23]=[CH:24][C:2]([Br:1])=[CH:3][CH:4]=1)=[O:7]. (2) Given the reactants [Br:1][C:2]1[CH:3]=[N:4][C:5]([CH:8]=[CH2:9])=[N:6][CH:7]=1.[CH3:10][NH:11][CH3:12], predict the reaction product. The product is: [Br:1][C:2]1[CH:3]=[N:4][C:5]([CH2:8][CH2:9][N:11]([CH3:12])[CH3:10])=[N:6][CH:7]=1.